This data is from Catalyst prediction with 721,799 reactions and 888 catalyst types from USPTO. The task is: Predict which catalyst facilitates the given reaction. Reactant: [C:1]1([S:11](Cl)(=[O:13])=[O:12])[C:10]2[C:5](=[CH:6][CH:7]=[CH:8][CH:9]=2)[CH:4]=[CH:3][CH:2]=1.[O-]S([O-])=O.[Na+].[Na+].C([O-])(O)=O.[Na+].OS(O)(=O)=O.[OH-].[CH2:32]([N+:36]([CH2:45][CH2:46][CH2:47][CH3:48])([CH2:41][CH2:42][CH2:43][CH3:44])[CH2:37][CH2:38][CH2:39][CH3:40])[CH2:33][CH2:34][CH3:35]. Product: [C:1]1([S:11]([O-:13])=[O:12])[C:10]2[C:5](=[CH:6][CH:7]=[CH:8][CH:9]=2)[CH:4]=[CH:3][CH:2]=1.[CH2:45]([N+:36]([CH2:32][CH2:33][CH2:34][CH3:35])([CH2:37][CH2:38][CH2:39][CH3:40])[CH2:41][CH2:42][CH2:43][CH3:44])[CH2:46][CH2:47][CH3:48]. The catalyst class is: 24.